Dataset: Experimentally validated miRNA-target interactions with 360,000+ pairs, plus equal number of negative samples. Task: Binary Classification. Given a miRNA mature sequence and a target amino acid sequence, predict their likelihood of interaction. (1) The miRNA is hsa-miR-5196-3p with sequence UCAUCCUCGUCUCCCUCCCAG. The protein sequence of the target gene is MAVRKKDGGPNVKYYEAADTVTQFDNVRLWLGKNYKKYIQAEPPTNKSLSSLVVQLLQFQEEVFGKHVSNAPLTKLPIKCFLDFKAGGSLCHILAAAYKFKSDQGWRRYDFQNPSRMDRNVEMFMTIEKSLVQNNCLSRPNIFLCPEIEPKLLGKLKDIVKRHQGTISEDKSNASHVVYPVPGNLEEEEWVRPVMKRDKQVLLHWGYYPDSYDTWIPASEIEASVEDAPTPEKPRKVHAKWILDTDTFNEWMNEEDYEVSDDKSPVSRRKKISAKTLTDEVNSPDSDRRDKKGGNYKKRK.... Result: 0 (no interaction). (2) The miRNA is hsa-miR-6720-3p with sequence CGCGCCUGCAGGAACUGGUAGA. The protein sequence of the target gene is MGGVGEPGPREGPAQPGAPLPTFCWEQIRAHDQPGDKWLVIERRVYDISRWAQRHPGGSRLIGHHGAEDATDAFRAFHQDLNFVRKFLQPLLIGELAPEEPSQDGPLNAQLVEDFRALHQAAEDMKLFDASPTFFAFLLGHILAMEVLAWLLIYLLGPGWVPSALAAFILAISQAQSWCLQHDLGHASIFKKSWWNHVAQKFVMGQLKGFSAHWWNFRHFQHHAKPNIFHKDPDVTVAPVFLLGESSVEYGKKKRRYLPYNQQHLYFFLIGPPLLTLVNFEVENLAYMLVCMQWADLLWA.... Result: 0 (no interaction). (3) The miRNA is hsa-miR-362-3p with sequence AACACACCUAUUCAAGGAUUCA. The protein sequence of the target gene is MYSGAGPALAPPAPPPPIQGYAFKPPPRPDFGTSGRTIKLQANFFEMDIPKIDIYHYELDIKPEKCPRRVNREIVEHMVQHFKTQIFGDRKPVFDGRKNLYTAMPLPIGRDKVELEVTLPGEGKDRIFKVSIKWVSCVSLQALHDALSGRLPSVPFETIQALDVVMRHLPSMRYTPVGRSFFTASEGCSNPLGGGREVWFGFHQSVRPSLWKMMLNIDVSATAFYKAQPVIEFVCEVLDFKSIEEQQKPLTDSQRVKFTKEIKGLKVEITHCGQMKRKYRVCNVTRRPASHQTFPLQQES.... Result: 1 (interaction). (4) The miRNA is hsa-miR-548bb-3p with sequence CAAAAACCAUAGUUACUUUUGC. The protein sequence of the target gene is MASPDRSKRKILKAKKTMPLSCRKQVEMLNKSRNVEALKTAIGSNVPSGNQSFSPSVITRTTEITKCSPSENGASSLDSNKNSISEKSKVFSQNCIKPVEEIVHSETKLEQVVCSYQKPSRTTESPSRVFTEEAKDSLNTSENDSEHQTNVTRSLFEHEGACSLKSSCCPPSVLSGVVQMPESTVTSTVGDKKTDQMVFHLETNSNSESHDKRQSDNILCSEDSGFVPVEKTPNLVNSVTSNNCADDILKTDECSRTSISNCESADSTWQSSLDTNNNSHYQKKRMFSENEENVKRMKTS.... Result: 0 (no interaction). (5) The miRNA is mmu-miR-499-5p with sequence UUAAGACUUGCAGUGAUGUUU. The protein sequence of the target gene is MDESSLLRRRGLQKELSLPRRGRGCRSGNRKSLVVGTPSPTLSRPLSPLSVPTAGSSPLDSPRNFSAASALNFPFARRADGRRWSLASLPSSGYGTNTPSSTLSSSSSSRERLHQLPFQPTPDELHFLSKHFRSSENVLDEEGGRSPRLRPRSRSLSPGRATGTFDNEIVMMNHVYRERFPKATAQMEGRLQEFLTAYAPGARLALADGVLGFIHHQIVELARDCLAKSGENLVTSRYFLEMQEKLERLLQDAHERSDSEEVSFIVQLVRKLLIIISRPARLLECLEFDPEEFYHLLEAA.... Result: 0 (no interaction).